Dataset: NCI-60 drug combinations with 297,098 pairs across 59 cell lines. Task: Regression. Given two drug SMILES strings and cell line genomic features, predict the synergy score measuring deviation from expected non-interaction effect. (1) Drug 1: C1C(C(OC1N2C=NC3=C(N=C(N=C32)Cl)N)CO)O. Drug 2: CC1CCC2CC(C(=CC=CC=CC(CC(C(=O)C(C(C(=CC(C(=O)CC(OC(=O)C3CCCCN3C(=O)C(=O)C1(O2)O)C(C)CC4CCC(C(C4)OC)O)C)C)O)OC)C)C)C)OC. Cell line: UACC-257. Synergy scores: CSS=5.98, Synergy_ZIP=-0.787, Synergy_Bliss=1.52, Synergy_Loewe=-1.46, Synergy_HSA=-1.58. (2) Drug 1: C1CN1C2=NC(=NC(=N2)N3CC3)N4CC4. Drug 2: C1CCC(C(C1)N)N.C(=O)(C(=O)[O-])[O-].[Pt+4]. Cell line: EKVX. Synergy scores: CSS=9.97, Synergy_ZIP=-5.37, Synergy_Bliss=-3.24, Synergy_Loewe=-1.15, Synergy_HSA=-0.320. (3) Drug 1: CNC(=O)C1=CC=CC=C1SC2=CC3=C(C=C2)C(=NN3)C=CC4=CC=CC=N4. Drug 2: C1=C(C(=O)NC(=O)N1)F. Cell line: RXF 393. Synergy scores: CSS=35.6, Synergy_ZIP=3.67, Synergy_Bliss=4.30, Synergy_Loewe=4.73, Synergy_HSA=4.86. (4) Drug 1: C1=CC(=C2C(=C1NCCNCCO)C(=O)C3=C(C=CC(=C3C2=O)O)O)NCCNCCO. Drug 2: N.N.Cl[Pt+2]Cl. Cell line: T-47D. Synergy scores: CSS=20.8, Synergy_ZIP=-10.7, Synergy_Bliss=-9.84, Synergy_Loewe=-37.5, Synergy_HSA=-10.4. (5) Cell line: IGROV1. Drug 1: CCCS(=O)(=O)NC1=C(C(=C(C=C1)F)C(=O)C2=CNC3=C2C=C(C=N3)C4=CC=C(C=C4)Cl)F. Synergy scores: CSS=-0.272, Synergy_ZIP=-3.63, Synergy_Bliss=-6.86, Synergy_Loewe=-6.11, Synergy_HSA=-6.08. Drug 2: C1CC(=O)NC(=O)C1N2CC3=C(C2=O)C=CC=C3N. (6) Drug 1: C1=CN(C=N1)CC(O)(P(=O)(O)O)P(=O)(O)O. Drug 2: CC(C)NC(=O)C1=CC=C(C=C1)CNNC.Cl. Cell line: OVCAR-5. Synergy scores: CSS=-2.34, Synergy_ZIP=3.97, Synergy_Bliss=6.69, Synergy_Loewe=-1.49, Synergy_HSA=0.471. (7) Synergy scores: CSS=-5.37, Synergy_ZIP=0.537, Synergy_Bliss=-2.79, Synergy_Loewe=-2.58, Synergy_HSA=-4.81. Cell line: SW-620. Drug 1: CC1=C(C(CCC1)(C)C)C=CC(=CC=CC(=CC(=O)O)C)C. Drug 2: C1CN(P(=O)(OC1)NCCCl)CCCl. (8) Drug 1: CN1C2=C(C=C(C=C2)N(CCCl)CCCl)N=C1CCCC(=O)O.Cl. Drug 2: C#CCC(CC1=CN=C2C(=N1)C(=NC(=N2)N)N)C3=CC=C(C=C3)C(=O)NC(CCC(=O)O)C(=O)O. Cell line: COLO 205. Synergy scores: CSS=-4.70, Synergy_ZIP=-0.0703, Synergy_Bliss=-4.94, Synergy_Loewe=-6.89, Synergy_HSA=-5.63. (9) Drug 2: C1=NC2=C(N=C(N=C2N1C3C(C(C(O3)CO)O)F)Cl)N. Drug 1: CCCS(=O)(=O)NC1=C(C(=C(C=C1)F)C(=O)C2=CNC3=C2C=C(C=N3)C4=CC=C(C=C4)Cl)F. Cell line: HOP-92. Synergy scores: CSS=36.4, Synergy_ZIP=5.51, Synergy_Bliss=7.07, Synergy_Loewe=-16.9, Synergy_HSA=6.27. (10) Drug 1: CC1CCC2CC(C(=CC=CC=CC(CC(C(=O)C(C(C(=CC(C(=O)CC(OC(=O)C3CCCCN3C(=O)C(=O)C1(O2)O)C(C)CC4CCC(C(C4)OC)OCCO)C)C)O)OC)C)C)C)OC. Drug 2: C#CCC(CC1=CN=C2C(=N1)C(=NC(=N2)N)N)C3=CC=C(C=C3)C(=O)NC(CCC(=O)O)C(=O)O. Cell line: HT29. Synergy scores: CSS=61.0, Synergy_ZIP=0.305, Synergy_Bliss=-2.99, Synergy_Loewe=-12.9, Synergy_HSA=-1.30.